Dataset: Reaction yield outcomes from USPTO patents with 853,638 reactions. Task: Predict the reaction yield, written as a fraction of the theoretical maximum amount of product (1.0 means a 100% yield; for example, 0.34 means a 34% yield). The reactants are C(OC(=O)[N:7]([CH2:11][C:12](=[O:14])[NH2:13])[CH:8]([CH3:10])[CH3:9])(C)(C)C.[ClH:16].C(OCC)C. The catalyst is O1CCOCC1. The product is [ClH:16].[CH:8]([NH:7][CH2:11][C:12]([NH2:13])=[O:14])([CH3:10])[CH3:9]. The yield is 0.970.